The task is: Predict the reaction yield, written as a fraction of the theoretical maximum amount of product (1.0 means a 100% yield; for example, 0.34 means a 34% yield).. This data is from Reaction yield outcomes from USPTO patents with 853,638 reactions. (1) The reactants are O1CCCC1.[OH-].[Na+].[NH2:8][C:9]1[C:14]([C:15]2[O:19][N:18]=[C:17]([CH2:20][C:21]3[CH:26]=[CH:25][C:24]([OH:27])=[CH:23][CH:22]=3)[CH:16]=2)=[CH:13][CH:12]=[CH:11][N:10]=1.Cl[CH2:29][C:30]1[CH:35]=[CH:34][CH:33]=[C:32]([O:36][CH3:37])[N:31]=1. The catalyst is CN(C)C=O. The product is [CH3:37][O:36][C:32]1[N:31]=[C:30]([CH2:29][O:27][C:24]2[CH:25]=[CH:26][C:21]([CH2:20][C:17]3[CH:16]=[C:15]([C:14]4[C:9]([NH2:8])=[N:10][CH:11]=[CH:12][CH:13]=4)[O:19][N:18]=3)=[CH:22][CH:23]=2)[CH:35]=[CH:34][CH:33]=1. The yield is 0.840. (2) The reactants are C([O:3][CH:4]=[CH:5][C:6](=O)[C:7]([F:10])([F:9])[F:8])C.[CH3:12][C:13]([CH2:15][C:16]([CH3:18])=O)=[O:14].[H-].[Na+]. The catalyst is C1COCC1. The product is [OH:3][C:4]1[CH:5]=[C:6]([C:7]([F:8])([F:9])[F:10])[CH:18]=[CH:16][C:15]=1[C:13](=[O:14])[CH3:12]. The yield is 0.290.